Dataset: Forward reaction prediction with 1.9M reactions from USPTO patents (1976-2016). Task: Predict the product of the given reaction. (1) Given the reactants C[Si](C)(C)[N-][Si](C)(C)C.[Li+].[C:11]([O:14][CH2:15][CH3:16])(=[O:13])[CH3:12].[F:17][C:18]([F:26])([CH:23]([F:25])[F:24])[C:19](OC)=[O:20].[Cl-].[NH4+].Cl, predict the reaction product. The product is: [F:17][C:18]([F:26])([CH:23]([F:25])[F:24])[C:19](=[O:20])[CH2:12][C:11]([O:14][CH2:15][CH3:16])=[O:13]. (2) Given the reactants [NH2:1][C@@H:2]1[CH2:11][C@@H:10]2[C@:5]([CH3:14])([CH2:6][CH2:7][CH2:8][C:9]2([CH3:13])[CH3:12])[C@@H:4]([C:15]([C:17]2[CH:18]=[C:19]([OH:24])[CH:20]=[C:21]([OH:23])[CH:22]=2)=[O:16])[C@@H:3]1[CH3:25].[C:26]([O:30][C:31]([NH:33][C:34](N1C=CC=N1)=[N:35][C:36]([O:38][C:39]([CH3:42])([CH3:41])[CH3:40])=[O:37])=[O:32])([CH3:29])([CH3:28])[CH3:27].C(N(CC)C(C)C)(C)C, predict the reaction product. The product is: [OH:24][C:19]1[CH:18]=[C:17]([C:15]([C@@H:4]2[C@:5]3([CH3:14])[C@H:10]([C:9]([CH3:13])([CH3:12])[CH2:8][CH2:7][CH2:6]3)[CH2:11][C@@H:2]([NH:1]/[C:34](=[N:33]/[C:31]([O:30][C:26]([CH3:29])([CH3:28])[CH3:27])=[O:32])/[NH:35][C:36](=[O:37])[O:38][C:39]([CH3:42])([CH3:41])[CH3:40])[C@H:3]2[CH3:25])=[O:16])[CH:22]=[C:21]([OH:23])[CH:20]=1. (3) Given the reactants [CH2:1]([S:3]([N:6]1[CH2:9][C:8]([CH2:32][C:33]#[N:34])([N:10]2[CH:14]=[C:13]([C:15]3[C:16]4[CH:23]=[CH:22][N:21](COCC[Si](C)(C)C)[C:17]=4[N:18]=[CH:19][N:20]=3)[CH:12]=[N:11]2)[CH2:7]1)(=[O:5])=[O:4])[CH3:2].[OH-].[NH4+], predict the reaction product. The product is: [N:18]1[C:17]2[NH:21][CH:22]=[CH:23][C:16]=2[C:15]([C:13]2[CH:12]=[N:11][N:10]([C:8]3([CH2:32][C:33]#[N:34])[CH2:7][N:6]([S:3]([CH2:1][CH3:2])(=[O:4])=[O:5])[CH2:9]3)[CH:14]=2)=[N:20][CH:19]=1. (4) Given the reactants [O:1]=[C:2]1[CH:7]([C:8]([O:10]CC)=O)[CH2:6][CH2:5][CH2:4][NH:3]1.[CH:13]1([NH2:18])[CH2:17][CH2:16][CH2:15][CH2:14]1, predict the reaction product. The product is: [CH:13]1([NH:18][C:8]([CH:7]2[CH2:6][CH2:5][CH2:4][NH:3][C:2]2=[O:1])=[O:10])[CH2:17][CH2:16][CH2:15][CH2:14]1. (5) Given the reactants [F:1][C:2]1[C:7]([O:8][CH3:9])=[CH:6][C:5]([O:10][CH3:11])=[C:4]([F:12])[C:3]=1[N:13]1[CH2:18][C:17]2[CH:19]=[N:20][C:21]3[N:25](S(C4C=CC=CC=4)(=O)=O)[C:24]([CH:35]=O)=[CH:23][C:22]=3[C:16]=2[N:15]([CH3:37])[C:14]1=[O:38].[CH3:39][N:40]1[CH2:45][CH2:44][NH:43][CH2:42][CH2:41]1, predict the reaction product. The product is: [F:12][C:4]1[C:5]([O:10][CH3:11])=[CH:6][C:7]([O:8][CH3:9])=[C:2]([F:1])[C:3]=1[N:13]1[CH2:18][C:17]2[CH:19]=[N:20][C:21]3[NH:25][C:24]([CH2:35][N:43]4[CH2:44][CH2:45][N:40]([CH3:39])[CH2:41][CH2:42]4)=[CH:23][C:22]=3[C:16]=2[N:15]([CH3:37])[C:14]1=[O:38].